This data is from Forward reaction prediction with 1.9M reactions from USPTO patents (1976-2016). The task is: Predict the product of the given reaction. Given the reactants [CH3:1][O:2][C:3]1[CH:17]=[CH:16][C:6]([O:7][C:8]2[CH:13]=[CH:12][C:11]([CH3:14])=[CH:10][C:9]=2[NH2:15])=[CH:5][CH:4]=1.C([C:20]1[C:21]([N:29]=[CH:30][N:31]([CH3:33])C)=[N:22][C:23]([CH:26]2[CH2:28][CH2:27]2)=[CH:24][CH:25]=1)#N.NC1C=C(C)C=CC=1SC1C=CC(O)=CC=1.C(C1C(N=CN(C)C)=NC(C)=CC=1)#N, predict the reaction product. The product is: [CH:26]1([C:23]2[CH:24]=[CH:25][C:20]3[C:33]([NH:15][C:9]4[CH:10]=[C:11]([CH3:14])[CH:12]=[CH:13][C:8]=4[O:7][C:6]4[CH:16]=[CH:17][C:3]([O:2][CH3:1])=[CH:4][CH:5]=4)=[N:31][CH:30]=[N:29][C:21]=3[N:22]=2)[CH2:27][CH2:28]1.